Dataset: Forward reaction prediction with 1.9M reactions from USPTO patents (1976-2016). Task: Predict the product of the given reaction. Given the reactants [OH:1][C:2]1[CH:9]=[C:8]([O:10][CH3:11])[CH:7]=[CH:6][C:3]=1[C:4]#[N:5].Br[CH2:13][C:14]([O:16][C:17]([CH3:20])([CH3:19])[CH3:18])=[O:15].C([O-])([O-])=O.[K+].[K+], predict the reaction product. The product is: [C:4]([C:3]1[CH:6]=[CH:7][C:8]([O:10][CH3:11])=[CH:9][C:2]=1[O:1][CH2:13][C:14]([O:16][C:17]([CH3:20])([CH3:19])[CH3:18])=[O:15])#[N:5].